Dataset: Full USPTO retrosynthesis dataset with 1.9M reactions from patents (1976-2016). Task: Predict the reactants needed to synthesize the given product. (1) Given the product [Cl:1][C:2]1[C:7]2[C:8](=[O:22])[N:9]([CH2:11][C:12]3[CH:17]=[CH:16][C:15]([O:18][CH3:19])=[CH:14][C:13]=3[O:20][CH3:21])[CH2:10][C:6]=2[C:5]([F:23])=[C:4]([NH:25][C@H:26]2[CH2:31][CH2:30][CH2:29][CH2:28][C@H:27]2[NH:32][C:33](=[O:39])[O:34][C:35]([CH3:37])([CH3:36])[CH3:38])[N:3]=1, predict the reactants needed to synthesize it. The reactants are: [Cl:1][C:2]1[C:7]2[C:8](=[O:22])[N:9]([CH2:11][C:12]3[CH:17]=[CH:16][C:15]([O:18][CH3:19])=[CH:14][C:13]=3[O:20][CH3:21])[CH2:10][C:6]=2[C:5]([F:23])=[C:4](Cl)[N:3]=1.[NH2:25][C@H:26]1[CH2:31][CH2:30][CH2:29][CH2:28][C@H:27]1[NH:32][C:33](=[O:39])[O:34][C:35]([CH3:38])([CH3:37])[CH3:36].CCN(C(C)C)C(C)C. (2) Given the product [CH3:46][N:40]1[CH2:39][C:38]2[C:42](=[CH:43][CH:44]=[C:36]([C:34]3[S:35][C:31]([C:2]4[CH:3]=[C:4]([S:8]([NH2:11])(=[O:10])=[O:9])[CH:5]=[N:6][CH:7]=4)=[CH:32][CH:33]=3)[CH:37]=2)[C:41]1=[O:45], predict the reactants needed to synthesize it. The reactants are: Br[C:2]1[CH:3]=[C:4]([S:8]([NH2:11])(=[O:10])=[O:9])[CH:5]=[N:6][CH:7]=1.B1(B2OC(C)(C)C(C)(C)O2)OC(C)(C)C(C)(C)O1.I[C:31]1[S:35][C:34]([C:36]2[CH:37]=[C:38]3[C:42](=[CH:43][CH:44]=2)[C:41](=[O:45])[N:40]([CH3:46])[CH2:39]3)=[CH:33][CH:32]=1. (3) Given the product [S:14]1[C:13]2[CH:12]=[CH:11][N:10]=[CH:9][C:8]=2[CH:7]=[C:6]1[C:4](=[O:5])[CH3:16], predict the reactants needed to synthesize it. The reactants are: CON(C)[C:4]([C:6]1[S:14][C:13]2[CH:12]=[CH:11][N:10]=[CH:9][C:8]=2[CH:7]=1)=[O:5].[CH3:16][Mg+].[Br-].[NH4+].[Cl-]. (4) Given the product [F:29][C:2]1([F:1])[CH2:7][CH2:6][N:5]([C:8]([C:10]2[N:11]([C:35]3[CH:36]=[CH:37][C:32]([C:30]#[N:31])=[N:33][CH:34]=3)[C:12]3[C:17]([CH:18]=2)=[CH:16][C:15]([O:19][CH:20]2[CH2:25][CH2:24][N:23]([CH:26]([CH3:27])[CH3:28])[CH2:22][CH2:21]2)=[CH:14][CH:13]=3)=[O:9])[CH2:4][CH2:3]1, predict the reactants needed to synthesize it. The reactants are: [F:1][C:2]1([F:29])[CH2:7][CH2:6][N:5]([C:8]([C:10]2[NH:11][C:12]3[C:17]([CH:18]=2)=[CH:16][C:15]([O:19][CH:20]2[CH2:25][CH2:24][N:23]([CH:26]([CH3:28])[CH3:27])[CH2:22][CH2:21]2)=[CH:14][CH:13]=3)=[O:9])[CH2:4][CH2:3]1.[C:30]([C:32]1[CH:37]=[CH:36][C:35](B2OC(C)(C)C(C)(C)O2)=[CH:34][N:33]=1)#[N:31]. (5) Given the product [C:1]([O:5][C:6]([N:8]1[CH2:12][CH2:11][CH2:10][C@H:9]1[CH2:13][C:14]([O:16][CH2:18][C:19]([C:21]1[CH:26]=[CH:25][C:24]([F:27])=[CH:23][CH:22]=1)=[O:20])=[O:15])=[O:7])([CH3:4])([CH3:2])[CH3:3], predict the reactants needed to synthesize it. The reactants are: [C:1]([O:5][C:6]([N:8]1[CH2:12][CH2:11][CH2:10][C@H:9]1[CH2:13][C:14]([OH:16])=[O:15])=[O:7])([CH3:4])([CH3:3])[CH3:2].Br[CH2:18][C:19]([C:21]1[CH:26]=[CH:25][C:24]([F:27])=[CH:23][CH:22]=1)=[O:20]. (6) The reactants are: Cl.[NH2:2][C@@H:3]1[CH2:5][C@H:4]1[C:6]1[CH:7]=[C:8]([CH:18]=[CH:19][CH:20]=1)[C:9]([NH:11][C:12]1[CH:17]=[CH:16][CH:15]=[CH:14][CH:13]=1)=[O:10].C(=O)([O-])O.[Na+].[CH:26]1([CH:29]=O)[CH2:28][CH2:27]1.[BH4-].[Na+].[C:41](O[C:41]([O:43][C:44]([CH3:47])([CH3:46])[CH3:45])=[O:42])([O:43][C:44]([CH3:47])([CH3:46])[CH3:45])=[O:42]. Given the product [CH:26]1([CH2:29][N:2]([C@@H:3]2[CH2:5][C@H:4]2[C:6]2[CH:20]=[CH:19][CH:18]=[C:8]([C:9](=[O:10])[NH:11][C:12]3[CH:13]=[CH:14][CH:15]=[CH:16][CH:17]=3)[CH:7]=2)[C:41](=[O:42])[O:43][C:44]([CH3:45])([CH3:46])[CH3:47])[CH2:28][CH2:27]1, predict the reactants needed to synthesize it.